From a dataset of Catalyst prediction with 721,799 reactions and 888 catalyst types from USPTO. Predict which catalyst facilitates the given reaction. (1) Reactant: C1(C)C=CC(S([CH:10](O)[C@H:11]2[O:15][C@@H:14]([N:16]3[CH:24]=[C:22]([CH3:23])[C:20](=[O:21])[NH:19][C:17]3=[O:18])[CH2:13][C@@H:12]2[OH:25])(=O)=O)=CC=1.CN(C=O)C.[N-:33]=[N+:34]=[N-:35].[Na+]. Product: [N:33]([CH2:10][C@H:11]1[O:15][C@@H:14]([N:16]2[CH:24]=[C:22]([CH3:23])[C:20](=[O:21])[NH:19][C:17]2=[O:18])[CH2:13][C@@H:12]1[OH:25])=[N+:34]=[N-:35]. The catalyst class is: 2. (2) Reactant: [CH2:1]([O:5][C:6]1[C:7]([CH2:13][OH:14])=[N:8][C:9]([CH3:12])=[CH:10][CH:11]=1)[CH:2]([CH3:4])[CH3:3].C(N(C(C)C)CC)(C)C.[CH3:24][S:25](O[S:25]([CH3:24])(=[O:27])=[O:26])(=[O:27])=[O:26]. Product: [CH2:1]([O:5][C:6]1[C:7]([CH2:13][O:14][S:25]([CH3:24])(=[O:27])=[O:26])=[N:8][C:9]([CH3:12])=[CH:10][CH:11]=1)[CH:2]([CH3:4])[CH3:3]. The catalyst class is: 4. (3) Reactant: [F:1][C:2]1[CH:3]=[C:4]([CH:20]=[CH:21][CH:22]=1)[CH2:5][O:6][C:7]1[CH:19]=[CH:18][C:10]([CH:11]=[N:12][C@@H:13]([CH3:17])[C:14]([NH2:16])=[O:15])=[CH:9][CH:8]=1.[BH4-].[Na+]. Product: [F:1][C:2]1[CH:3]=[C:4]([CH:20]=[CH:21][CH:22]=1)[CH2:5][O:6][C:7]1[CH:8]=[CH:9][C:10]([CH2:11][NH:12][C@@H:13]([CH3:17])[C:14]([NH2:16])=[O:15])=[CH:18][CH:19]=1. The catalyst class is: 5. (4) Reactant: [Cl:1][C:2]1[CH:3]=[C:4]([CH:19]=[CH:20][CH:21]=1)[CH2:5][S:6][C:7]1[N:12]=[C:11]([OH:13])[CH:10]=[C:9]([NH:14][C@H:15]([CH3:18])[CH2:16][OH:17])[N:8]=1.[B-](F)(F)(F)[F:23].[B-](F)(F)(F)F.C1[N+]2(CCl)CC[N+](F)(CC2)C1. Product: [Cl:1][C:2]1[CH:3]=[C:4]([CH:19]=[CH:20][CH:21]=1)[CH2:5][S:6][C:7]1[N:12]=[C:11]([OH:13])[C:10]([F:23])=[C:9]([NH:14][C@H:15]([CH3:18])[CH2:16][OH:17])[N:8]=1. The catalyst class is: 5. (5) Reactant: [N:1]1[N:5]2[N:6]=[CH:7][CH:8]=[CH:9][C:4]2=[C:3]([C:10]2[CH:15]=[CH:14][C:13]([CH2:16][C:17]([OH:19])=O)=[CH:12][CH:11]=2)[CH:2]=1.[Cl-].[Cl-].[NH3+:22][C@@H:23]([C:25]1[CH:30]=[CH:29][C:28]([O:31][CH2:32][C:33]([F:36])([F:35])[F:34])=[CH:27][NH+:26]=1)[CH3:24].C1C=NC2N(O)N=NC=2C=1.C(Cl)CCl.CCN(C(C)C)C(C)C. Product: [N:1]1[N:5]2[N:6]=[CH:7][CH:8]=[CH:9][C:4]2=[C:3]([C:10]2[CH:11]=[CH:12][C:13]([CH2:16][C:17]([NH:22][C@@H:23]([C:25]3[CH:30]=[CH:29][C:28]([O:31][CH2:32][C:33]([F:36])([F:34])[F:35])=[CH:27][N:26]=3)[CH3:24])=[O:19])=[CH:14][CH:15]=2)[CH:2]=1. The catalyst class is: 2. (6) Reactant: C(OP([O-])(OCC)=O)C.[C:10]([IH+:14]([C:21]([CH3:24])([CH3:23])[CH3:22])[C:15]1[CH:20]=[CH:19][CH:18]=[CH:17][CH:16]=1)([CH3:13])([CH3:12])[CH3:11].[F:25][C:26]([F:41])([S:37]([O-:40])(=[O:39])=[O:38])[C:27]([F:36])([F:35])[C:28]([F:34])([F:33])[C:29]([F:32])([F:31])[F:30].[Na+]. Product: [F:41][C:26]([F:25])([S:37]([O-:40])(=[O:39])=[O:38])[C:27]([F:35])([F:36])[C:28]([F:34])([F:33])[C:29]([F:32])([F:31])[F:30].[C:21]([IH+:14]([C:10]([CH3:13])([CH3:12])[CH3:11])[C:15]1[CH:20]=[CH:19][CH:18]=[CH:17][CH:16]=1)([CH3:24])([CH3:23])[CH3:22]. The catalyst class is: 6. (7) Reactant: [C:1]1([C@H:7]2[C@@H:11]([C:12]3[CH:17]=[CH:16][CH:15]=[CH:14][CH:13]=3)[NH:10][C:9](=[S:18])[NH:8]2)[CH:6]=[CH:5][CH:4]=[CH:3][CH:2]=1.[CH2:19]([O:21][C:22](=[O:31])[C:23]1[CH:28]=[CH:27][C:26]([CH2:29][Cl:30])=[CH:25][CH:24]=1)[CH3:20]. Product: [ClH:30].[CH2:19]([O:21][C:22](=[O:31])[C:23]1[CH:28]=[CH:27][C:26]([CH2:29][S:18][C:9]2[NH:8][C@H:7]([C:1]3[CH:2]=[CH:3][CH:4]=[CH:5][CH:6]=3)[C@H:11]([C:12]3[CH:13]=[CH:14][CH:15]=[CH:16][CH:17]=3)[N:10]=2)=[CH:25][CH:24]=1)[CH3:20]. The catalyst class is: 14. (8) Reactant: [F:1][C:2]1[CH:7]=[CH:6][C:5]([N:8]2[C:12](=[O:13])[NH:11][N:10]=[N:9]2)=[C:4]([O:14][CH:15]([CH3:17])[CH3:16])[CH:3]=1.[C:18]([O-])([O-])=O.[K+].[K+].IC. Product: [F:1][C:2]1[CH:7]=[CH:6][C:5]([N:8]2[C:12](=[O:13])[N:11]([CH3:18])[N:10]=[N:9]2)=[C:4]([O:14][CH:15]([CH3:17])[CH3:16])[CH:3]=1. The catalyst class is: 3. (9) Reactant: Br[C:2]1[CH:3]=[C:4]([CH:7]=[CH:8][C:9]=1[O:10][CH3:11])[C:5]#[N:6].C([Mg]Cl)(C)C.[Li+].[Cl-].[N:19]([C:28]([O:30][C:31]([CH3:34])([CH3:33])[CH3:32])=[O:29])=[N:20][C:21]([O:23][C:24]([CH3:27])([CH3:26])[CH3:25])=[O:22]. Product: [C:5]([C:4]1[CH:7]=[CH:8][C:9]([O:10][CH3:11])=[C:2]([N:19]([C:28]([O:30][C:31]([CH3:34])([CH3:33])[CH3:32])=[O:29])[NH:20][C:21]([O:23][C:24]([CH3:25])([CH3:26])[CH3:27])=[O:22])[CH:3]=1)#[N:6]. The catalyst class is: 598.